This data is from Full USPTO retrosynthesis dataset with 1.9M reactions from patents (1976-2016). The task is: Predict the reactants needed to synthesize the given product. Given the product [ClH:1].[Cl:1][C:2]1[CH:7]=[C:6]([C:8]2[CH:9]=[N:10][NH:11][CH:12]=2)[CH:5]=[CH:4][C:3]=1[C:13]1[S:17][C:16]([N:18]2[CH2:19][C@@H:20]3[C@@H:21]([CH2:23][NH:24][CH2:25]3)[CH2:22]2)=[N:15][N:14]=1, predict the reactants needed to synthesize it. The reactants are: [Cl:1][C:2]1[CH:7]=[C:6]([C:8]2[CH:9]=[N:10][NH:11][CH:12]=2)[CH:5]=[CH:4][C:3]=1[C:13]1[S:17][C:16]([N:18]2[CH2:22][C@H:21]3[CH2:23][N:24](C(OC(C)(C)C)=O)[CH2:25][C@H:20]3[CH2:19]2)=[N:15][N:14]=1.Cl.